This data is from NCI-60 drug combinations with 297,098 pairs across 59 cell lines. The task is: Regression. Given two drug SMILES strings and cell line genomic features, predict the synergy score measuring deviation from expected non-interaction effect. (1) Drug 1: C1=CC(=CC=C1C#N)C(C2=CC=C(C=C2)C#N)N3C=NC=N3. Drug 2: C(=O)(N)NO. Cell line: RXF 393. Synergy scores: CSS=-1.38, Synergy_ZIP=-0.294, Synergy_Bliss=-1.81, Synergy_Loewe=-1.35, Synergy_HSA=-2.83. (2) Synergy scores: CSS=23.0, Synergy_ZIP=-9.49, Synergy_Bliss=-11.2, Synergy_Loewe=-42.9, Synergy_HSA=-8.68. Drug 1: CC1=C2C(C(=O)C3(C(CC4C(C3C(C(C2(C)C)(CC1OC(=O)C(C(C5=CC=CC=C5)NC(=O)OC(C)(C)C)O)O)OC(=O)C6=CC=CC=C6)(CO4)OC(=O)C)OC)C)OC. Drug 2: C1=NNC2=C1C(=O)NC=N2. Cell line: NCI-H522. (3) Drug 1: C1CN1C2=NC(=NC(=N2)N3CC3)N4CC4. Drug 2: CCC1(CC2CC(C3=C(CCN(C2)C1)C4=CC=CC=C4N3)(C5=C(C=C6C(=C5)C78CCN9C7C(C=CC9)(C(C(C8N6C)(C(=O)OC)O)OC(=O)C)CC)OC)C(=O)OC)O.OS(=O)(=O)O. Cell line: MOLT-4. Synergy scores: CSS=63.4, Synergy_ZIP=1.000, Synergy_Bliss=0.919, Synergy_Loewe=-0.739, Synergy_HSA=0.134. (4) Drug 1: C1CCC(C1)C(CC#N)N2C=C(C=N2)C3=C4C=CNC4=NC=N3. Drug 2: CN1CCC(CC1)COC2=C(C=C3C(=C2)N=CN=C3NC4=C(C=C(C=C4)Br)F)OC. Cell line: A549. Synergy scores: CSS=16.9, Synergy_ZIP=-7.87, Synergy_Bliss=-0.558, Synergy_Loewe=-1.09, Synergy_HSA=0.694. (5) Drug 1: CCCCCOC(=O)NC1=NC(=O)N(C=C1F)C2C(C(C(O2)C)O)O. Drug 2: CC1=C(C(=CC=C1)Cl)NC(=O)C2=CN=C(S2)NC3=CC(=NC(=N3)C)N4CCN(CC4)CCO. Cell line: SNB-75. Synergy scores: CSS=9.10, Synergy_ZIP=-1.72, Synergy_Bliss=1.20, Synergy_Loewe=-0.757, Synergy_HSA=2.12.